From a dataset of Reaction yield outcomes from USPTO patents with 853,638 reactions. Predict the reaction yield, written as a fraction of the theoretical maximum amount of product (1.0 means a 100% yield; for example, 0.34 means a 34% yield). (1) The yield is 0.610. The catalyst is C1COCC1. The reactants are [OH:1][CH:2]1[CH2:18][CH2:17][N:5]2[C:6](=[O:16])[C:7]3[C:12]([CH:4]2[CH2:3]1)=[C:11]([N+:13]([O-:15])=[O:14])[CH:10]=[CH:9][CH:8]=3.[CH3:19]I. The product is [CH3:19][O:1][CH:2]1[CH2:18][CH2:17][N:5]2[C:6](=[O:16])[C:7]3[C:12]([CH:4]2[CH2:3]1)=[C:11]([N+:13]([O-:15])=[O:14])[CH:10]=[CH:9][CH:8]=3. (2) The reactants are C(O[BH-](OC(=O)C)OC(=O)C)(=O)C.[Na+].[Cl:15][C:16]1[C:17]([CH:28]=O)=[N:18][CH:19]=[C:20]([N:22]([CH:24]2[CH2:27][CH2:26][CH2:25]2)[CH3:23])[N:21]=1.[CH2:30]([NH:37][CH2:38][CH2:39][OH:40])[C:31]1[CH:36]=[CH:35][CH:34]=[CH:33][CH:32]=1.C(=O)([O-])O.[Na+]. The catalyst is C(#N)C.C(O)(=O)C. The product is [CH2:30]([N:37]([CH2:28][C:17]1[C:16]([Cl:15])=[N:21][C:20]([N:22]([CH:24]2[CH2:25][CH2:26][CH2:27]2)[CH3:23])=[CH:19][N:18]=1)[CH2:38][CH2:39][OH:40])[C:31]1[CH:36]=[CH:35][CH:34]=[CH:33][CH:32]=1. The yield is 0.920. (3) The reactants are [C:1]1([C:7]2[N:8]=[N:9][N:10]([CH2:12][S:13]([NH:16][CH2:17][C:18]3[CH:19]=[C:20]([CH:24]=[CH:25][C:26]([NH:28][O:29]C4CCCCO4)=[O:27])[CH:21]=[CH:22][CH:23]=3)(=[O:15])=[O:14])[CH:11]=2)[CH:6]=[CH:5][CH:4]=[CH:3][CH:2]=1.Cl.O1CCOCC1. The catalyst is CO. The product is [OH:29][NH:28][C:26](=[O:27])[CH:25]=[CH:24][C:20]1[CH:21]=[CH:22][CH:23]=[C:18]([CH2:17][NH:16][S:13]([CH2:12][N:10]2[CH:11]=[C:7]([C:1]3[CH:2]=[CH:3][CH:4]=[CH:5][CH:6]=3)[N:8]=[N:9]2)(=[O:15])=[O:14])[CH:19]=1. The yield is 0.960. (4) The reactants are [Br:1][C:2]1[CH:7]=[CH:6][C:5]([NH:8][C:9](=[O:14])[C:10]([CH3:13])([CH3:12])[CH3:11])=[C:4]([C:15]2[C:20]([F:21])=[CH:19][CH:18]=[CH:17][N:16]=2)[CH:3]=1.C(OC(C(F)(F)F)=O)(C(F)(F)F)=O.[N+:35]([O-])([OH:37])=[O:36].CO. The catalyst is C(O)(C(F)(F)F)=O.O. The product is [Br:1][C:2]1[CH:7]=[C:6]([N+:35]([O-:37])=[O:36])[C:5]([NH:8][C:9](=[O:14])[C:10]([CH3:13])([CH3:12])[CH3:11])=[C:4]([C:15]2[C:20]([F:21])=[CH:19][CH:18]=[CH:17][N:16]=2)[CH:3]=1. The yield is 0.820.